Dataset: Catalyst prediction with 721,799 reactions and 888 catalyst types from USPTO. Task: Predict which catalyst facilitates the given reaction. (1) Reactant: C([O:3][C:4]([C:6]1[N:7]([CH2:13][O:14][CH2:15][CH2:16][Si:17]([CH3:20])([CH3:19])[CH3:18])[CH:8]=[C:9]([C:11]#[N:12])[N:10]=1)=[O:5])C.[OH-].[K+:22]. Product: [K+:22].[C:11]([C:9]1[N:10]=[C:6]([C:4]([O-:5])=[O:3])[N:7]([CH2:13][O:14][CH2:15][CH2:16][Si:17]([CH3:18])([CH3:19])[CH3:20])[CH:8]=1)#[N:12]. The catalyst class is: 8. (2) Reactant: [Cl:1][C:2]1[N:7]=[C:6]([C:8]([NH:10][CH2:11][CH3:12])=[O:9])[CH:5]=[C:4](Cl)[N:3]=1.C(S)[CH2:15][S:16]([O-])(=O)=O.[Na+]. Product: [Cl:1][C:2]1[N:7]=[C:6]([C:8]([NH:10][CH2:11][CH3:12])=[O:9])[CH:5]=[C:4]([S:16][CH3:15])[N:3]=1. The catalyst class is: 1. (3) Reactant: [CH:1]1([OH:7])[CH2:6][CH2:5][CH2:4][CH2:3][CH2:2]1.C[Si]([N-][Si](C)(C)C)(C)C.[Na+].Br[CH2:19][CH:20]([O:23][CH3:24])[O:21][CH3:22]. Product: [CH3:22][O:21][CH:20]([O:23][CH3:24])[CH2:19][O:7][CH:1]1[CH2:6][CH2:5][CH2:4][CH2:3][CH2:2]1. The catalyst class is: 31. (4) Reactant: [NH:1]1[CH:5]=[CH:4][CH:3]=[N:2]1.[H-].[Na+].Cl[C:9]1[CH:18]=[CH:17][C:12]([C:13]([O:15][CH3:16])=[O:14])=[CH:11][N:10]=1.[NH4+].[Cl-]. Product: [CH3:16][O:15][C:13](=[O:14])[C:12]1[CH:17]=[CH:18][C:9]([N:1]2[CH:5]=[CH:4][CH:3]=[N:2]2)=[N:10][CH:11]=1. The catalyst class is: 16.